Dataset: Full USPTO retrosynthesis dataset with 1.9M reactions from patents (1976-2016). Task: Predict the reactants needed to synthesize the given product. Given the product [CH3:1][C@H:2]1[C@H:27]2[O:28][C@@:26]2([CH3:29])[C@@H:25]([O:30][C:40]([CH:41]([CH3:43])[CH3:42])=[O:44])[CH2:24][C:22](=[O:23])[N:21]([CH3:31])[C:14]2=[C:15]([Cl:20])[C:16]([O:18][CH3:19])=[CH:17][C:12](=[CH:13]2)[CH2:11][C:10]([CH3:32])=[CH:9][CH:8]=[CH:7][C@@H:6]([O:33][CH3:34])[C@:5]2([OH:39])[NH:35][C:36]([O:38][C@H:3]1[CH2:4]2)=[O:37], predict the reactants needed to synthesize it. The reactants are: [CH3:1][CH:2]1[CH:27]2[O:28][C:26]2([CH3:29])[CH:25]([OH:30])[CH2:24][C:22](=[O:23])[N:21]([CH3:31])[C:14]2=[C:15]([Cl:20])[C:16]([O:18][CH3:19])=[CH:17][C:12](=[CH:13]2)[CH2:11][C:10]([CH3:32])=[CH:9][CH:8]=[CH:7][CH:6]([O:33][CH3:34])[C:5]2([OH:39])[NH:35][C:36]([O:38][CH:3]1[CH2:4]2)=[O:37].[C:40](O)(=[O:44])[CH:41]([CH3:43])[CH3:42].CC(C)N=C=NC(C)C.